This data is from Catalyst prediction with 721,799 reactions and 888 catalyst types from USPTO. The task is: Predict which catalyst facilitates the given reaction. Reactant: [CH2:1]([C:4]1[C:8]2[CH:9]=[C:10]([C:13]([OH:15])=O)[CH:11]=[CH:12][C:7]=2[O:6][N:5]=1)[CH2:2][CH3:3].CN(C(ON1N=NC2C=CC=NC1=2)=[N+](C)C)C.F[P-](F)(F)(F)(F)F.C(N(CC)C(C)C)(C)C.[NH2:49][C@@H:50]([CH2:64][C:65]1[CH:70]=[C:69]([F:71])[CH:68]=[C:67]([F:72])[CH:66]=1)[C@H:51]([OH:63])[CH2:52][NH:53][CH2:54][C:55]1[CH:60]=[CH:59][CH:58]=[C:57]([CH2:61][CH3:62])[CH:56]=1. Product: [F:71][C:69]1[CH:70]=[C:65]([CH:66]=[C:67]([F:72])[CH:68]=1)[CH2:64][C@H:50]([NH:49][C:13]([C:10]1[CH:11]=[CH:12][C:7]2[O:6][N:5]=[C:4]([CH2:1][CH2:2][CH3:3])[C:8]=2[CH:9]=1)=[O:15])[C@H:51]([OH:63])[CH2:52][NH:53][CH2:54][C:55]1[CH:60]=[CH:59][CH:58]=[C:57]([CH2:61][CH3:62])[CH:56]=1. The catalyst class is: 2.